This data is from hERG potassium channel inhibition data for cardiac toxicity prediction from Karim et al.. The task is: Regression/Classification. Given a drug SMILES string, predict its toxicity properties. Task type varies by dataset: regression for continuous values (e.g., LD50, hERG inhibition percentage) or binary classification for toxic/non-toxic outcomes (e.g., AMES mutagenicity, cardiotoxicity, hepatotoxicity). Dataset: herg_karim. (1) The drug is COCCN1CC=CC[C@H](c2ccc(Cl)c(Cl)c2)C1. The result is 1 (blocker). (2) The drug is CC(C)S(=O)(=O)N[C@H]1CN(C)C[C@@H]1c1ccc(-c2cccc(C(F)(F)F)c2)cc1. The result is 1 (blocker). (3) The compound is N#Cc1ccc(S(=O)(=O)NCCN2CC3CN(CCCOc4ccc(F)cc4)CC(C2)O3)cc1. The result is 0 (non-blocker). (4) The molecule is c1ccc(CN(c2cccc3sccc23)C2CCNCC2)cc1. The result is 1 (blocker). (5) The drug is O=C(NC1CCN(Cc2cccc(F)c2)CC1)C1=CC(=O)c2ccc(F)cc2C1. The result is 0 (non-blocker). (6) The drug is CCOc1ccc(CCN2C(=O)N(NS(C)(=O)=O)CC2c2ccc(OC)cc2)cc1. The result is 0 (non-blocker).